This data is from Peptide-MHC class I binding affinity with 185,985 pairs from IEDB/IMGT. The task is: Regression. Given a peptide amino acid sequence and an MHC pseudo amino acid sequence, predict their binding affinity value. This is MHC class I binding data. The peptide sequence is RLAKLTEAI. The MHC is HLA-A26:01 with pseudo-sequence HLA-A26:01. The binding affinity (normalized) is 0.0847.